This data is from Forward reaction prediction with 1.9M reactions from USPTO patents (1976-2016). The task is: Predict the product of the given reaction. (1) Given the reactants Br[C:2]1[N:18]([CH2:19][C@H:20]2[CH2:25][CH2:24][C@H:23]([CH3:26])[CH2:22][CH2:21]2)[C:5]2[C:6]([O:11][CH:12]([CH:14]3[CH2:17][CH2:16][CH2:15]3)[CH3:13])=[N:7][C:8]([Cl:10])=[CH:9][C:4]=2[N:3]=1.[C:27]1([C@@H:33]2[CH2:38][O:37][CH2:36][CH2:35][NH:34]2)[CH:32]=[CH:31][CH:30]=[CH:29][CH:28]=1.[F-].[Cs+], predict the reaction product. The product is: [Cl:10][C:8]1[N:7]=[C:6]([O:11][CH:12]([CH:14]2[CH2:17][CH2:16][CH2:15]2)[CH3:13])[C:5]2[N:18]([CH2:19][C@H:20]3[CH2:25][CH2:24][C@H:23]([CH3:26])[CH2:22][CH2:21]3)[C:2]([N:34]3[CH2:35][CH2:36][O:37][CH2:38][C@H:33]3[C:27]3[CH:32]=[CH:31][CH:30]=[CH:29][CH:28]=3)=[N:3][C:4]=2[CH:9]=1. (2) Given the reactants [Cl:1][C:2]1[CH:3]=[C:4]([C:9]([OH:11])=O)[C:5](=[O:8])[NH:6][N:7]=1.[C:12]1([NH2:19])[CH:17]=[CH:16][CH:15]=[CH:14][C:13]=1[NH2:18].Cl.C(N=C=NCCCN(C)C)C, predict the reaction product. The product is: [NH2:18][C:13]1[CH:14]=[CH:15][CH:16]=[CH:17][C:12]=1[NH:19][C:9]([C:4]1[C:5](=[O:8])[NH:6][N:7]=[C:2]([Cl:1])[CH:3]=1)=[O:11]. (3) Given the reactants [OH:1][C:2]1[C:3]([CH2:13][CH2:14][CH3:15])=[C:4]2[C:9](=[CH:10][CH:11]=1)[C:8](=[O:12])[CH2:7][CH2:6][CH2:5]2.C1(P(C2C=CC=CC=2)C2C=CC=CC=2)C=CC=CC=1.[CH2:35]([N:42]1[C:46]([CH2:47][CH2:48]O)=[CH:45][N:44]=[CH:43]1)[C:36]1[CH:41]=[CH:40][CH:39]=[CH:38][CH:37]=1.N(C(OCC)=O)=NC(OCC)=O, predict the reaction product. The product is: [CH2:35]([N:42]1[C:46]([CH2:47][CH2:48][O:1][C:2]2[C:3]([CH2:13][CH2:14][CH3:15])=[C:4]3[C:9](=[CH:10][CH:11]=2)[C:8](=[O:12])[CH2:7][CH2:6][CH2:5]3)=[CH:45][N:44]=[CH:43]1)[C:36]1[CH:37]=[CH:38][CH:39]=[CH:40][CH:41]=1. (4) Given the reactants [NH2:1][C:2]1[O:15][C:14]2[C:13]3[C:8](=[CH:9][CH:10]=[C:11]([NH2:16])[N:12]=3)[CH:7]=[CH:6][C:5]=2[CH:4]([C:17]2[CH:22]=[C:21]([O:23][CH3:24])[C:20]([O:25][CH3:26])=[C:19]([Br:27])[CH:18]=2)[C:3]=1[C:28]#[N:29].[CH2:30]([N:32]=[C:33]=[O:34])[CH3:31], predict the reaction product. The product is: [NH2:1][C:2]1[O:15][C:14]2[C:13]3[C:8](=[CH:9][CH:10]=[C:11]([NH:16][C:33]([NH:32][CH2:30][CH3:31])=[O:34])[N:12]=3)[CH:7]=[CH:6][C:5]=2[CH:4]([C:17]2[CH:22]=[C:21]([O:23][CH3:24])[C:20]([O:25][CH3:26])=[C:19]([Br:27])[CH:18]=2)[C:3]=1[C:28]#[N:29]. (5) Given the reactants [CH3:1][O:2][C:3]([C@@H:5]1[CH2:9][CH2:8][C@H:7]([C:10](O)=[O:11])[CH2:6]1)=[O:4].CSC.B, predict the reaction product. The product is: [OH:11][CH2:10][C@H:7]1[CH2:8][CH2:9][C@@H:5]([C:3]([O:2][CH3:1])=[O:4])[CH2:6]1.